Dataset: Catalyst prediction with 721,799 reactions and 888 catalyst types from USPTO. Task: Predict which catalyst facilitates the given reaction. (1) Reactant: [S:1]1[C:5]([C:6]([OH:8])=O)=[CH:4][C:3]2[CH:9]3[CH2:13][CH:12]([C:2]1=2)[CH2:11][CH2:10]3.[NH2:14][C:15]1[C:16]([CH3:45])=[C:17]([C:21]2[N:22]=[C:23]([NH:29][C:30]3[CH:35]=[CH:34][C:33]([CH:36]4[C:41](=[O:42])[N:40]([CH3:43])[CH2:39][CH2:38][N:37]4[CH3:44])=[CH:32][CH:31]=3)[C:24](=[O:28])[N:25]([CH3:27])[CH:26]=2)[CH:18]=[CH:19][CH:20]=1.C(N(CC)C(C)C)(C)C.F[P-](F)(F)(F)(F)F.N1(O[P+](N(C)C)(N(C)C)N(C)C)C2C=CC=CC=2N=N1. Product: [CH3:44][N:37]1[CH2:38][CH2:39][N:40]([CH3:43])[C:41](=[O:42])[CH:36]1[C:33]1[CH:34]=[CH:35][C:30]([NH:29][C:23]2[C:24](=[O:28])[N:25]([CH3:27])[CH:26]=[C:21]([C:17]3[C:16]([CH3:45])=[C:15]([NH:14][C:6]([C:5]4[S:1][C:2]5[CH:12]6[CH2:13][CH:9]([C:3]=5[CH:4]=4)[CH2:10][CH2:11]6)=[O:8])[CH:20]=[CH:19][CH:18]=3)[N:22]=2)=[CH:31][CH:32]=1. The catalyst class is: 136. (2) Reactant: [CH3:1][N:2]1[CH2:6][CH2:5][CH:4]([C:7]([O:9]C)=[O:8])[C:3]1=[O:11].[Si](O[K])(C)(C)C.Cl. Product: [CH3:1][N:2]1[CH2:6][CH2:5][CH:4]([C:7]([OH:9])=[O:8])[C:3]1=[O:11]. The catalyst class is: 1. (3) Reactant: [Br:1][C:2]1[C:11]([F:12])=[C:10]2[C:5]([C:6]([N:13]3[CH2:18][CH2:17][N:16]([C:19]([O:21]C(C)(C)C)=O)[CH2:15][CH2:14]3)=[N:7][CH:8]=[N:9]2)=[CH:4][C:3]=1[Cl:26].C(Cl)Cl.[C:30](Cl)(=O)[CH:31]=C. The catalyst class is: 67. Product: [Br:1][C:2]1[C:11]([F:12])=[C:10]2[C:5]([C:6]([N:13]3[CH2:14][CH2:15][N:16]([C:19](=[O:21])[CH:30]=[CH2:31])[CH2:17][CH2:18]3)=[N:7][CH:8]=[N:9]2)=[CH:4][C:3]=1[Cl:26]. (4) Reactant: CN(C)[CH:3]=[O:4].P(Cl)(Cl)(Cl)=O.[Cl:11][C:12]1[C:13]2[N:14]([CH:18]=[C:19]([C:21]3[CH:26]=[CH:25][C:24]([F:27])=[CH:23][CH:22]=3)[N:20]=2)[CH:15]=[CH:16][CH:17]=1.[OH-].[NH4+]. Product: [Cl:11][C:12]1[C:13]2[N:14]([C:18]([CH:3]=[O:4])=[C:19]([C:21]3[CH:26]=[CH:25][C:24]([F:27])=[CH:23][CH:22]=3)[N:20]=2)[CH:15]=[CH:16][CH:17]=1. The catalyst class is: 6. (5) Reactant: C1(P(C2C=CC=CC=2)C2C=CC=CC=2)C=CC=CC=1.[CH3:20][O:21][C:22](=[O:31])[C:23]1[CH:28]=[CH:27][C:26]([Br:29])=[C:25]([OH:30])[CH:24]=1.CCOC(/N=N/C(OCC)=O)=O.[Cl:44][C:45]1[CH:50]=[C:49]([Cl:51])[CH:48]=[CH:47][C:46]=1[CH2:52][CH2:53]O. Product: [CH3:20][O:21][C:22](=[O:31])[C:23]1[CH:28]=[CH:27][C:26]([Br:29])=[C:25]([O:30][CH2:53][CH2:52][C:46]2[CH:47]=[CH:48][C:49]([Cl:51])=[CH:50][C:45]=2[Cl:44])[CH:24]=1. The catalyst class is: 1. (6) Reactant: [CH:1]1([NH:4][C:5]2[N:15]=[C:14]([S:16][CH3:17])[C:13]([F:18])=[CH:12][C:6]=2[C:7]([O:9]CC)=O)[CH2:3][CH2:2]1.ClS([N:23]=[C:24]=[O:25])(=O)=O.C([O-])(=O)C.[Na+].CC(C)([O-])C.[Na+]. Product: [CH:1]1([N:4]2[C:5]3[N:15]=[C:14]([S:16][CH3:17])[C:13]([F:18])=[CH:12][C:6]=3[C:7](=[O:9])[NH:23][C:24]2=[O:25])[CH2:2][CH2:3]1. The catalyst class is: 4. (7) Reactant: [OH-].[Na+].NC(NCCOC1C=CC([C:16]2[N:20]([C:21]3[CH:26]=[CH:25][C:24]([O:27][CH3:28])=[CH:23][CH:22]=3)[N:19]=[C:18]([C:29]([O:31]CC)=[O:30])[CH:17]=2)=CC=1)=O. Product: [CH3:28][O:27][C:24]1[CH:23]=[CH:22][C:21]([N:20]2[CH:16]=[CH:17][C:18]([C:29]([OH:31])=[O:30])=[N:19]2)=[CH:26][CH:25]=1. The catalyst class is: 87. (8) Reactant: [CH3:1][O:2][C:3]1[CH:11]=[C:7]([C:8](O)=[O:9])[C:6]([OH:12])=[CH:5][CH:4]=1. Product: [OH:9][CH2:8][C:7]1[CH:11]=[C:3]([O:2][CH3:1])[CH:4]=[CH:5][C:6]=1[OH:12]. The catalyst class is: 1. (9) Reactant: CS(O[CH2:6][CH2:7][N:8]1[CH:12]=[C:11]([NH:13][C:14]2[N:19]=[CH:18][C:17]([O:20][CH2:21][C:22]3[C:27]([F:28])=[C:26]([O:29][CH3:30])[CH:25]=[C:24]([O:31][CH3:32])[C:23]=3[F:33])=[CH:16][N:15]=2)[CH:10]=[N:9]1)(=O)=O.CN1CCCC1=O.[N:41]1([C:47]([O:49][C:50]([CH3:53])([CH3:52])[CH3:51])=[O:48])[CH2:46][CH2:45][NH:44][CH2:43][CH2:42]1.C(=O)([O-])O.[Na+]. Product: [F:28][C:27]1[C:26]([O:29][CH3:30])=[CH:25][C:24]([O:31][CH3:32])=[C:23]([F:33])[C:22]=1[CH2:21][O:20][C:17]1[CH:18]=[N:19][C:14]([NH:13][C:11]2[CH:10]=[N:9][N:8]([CH2:7][CH2:6][N:44]3[CH2:45][CH2:46][N:41]([C:47]([O:49][C:50]([CH3:53])([CH3:52])[CH3:51])=[O:48])[CH2:42][CH2:43]3)[CH:12]=2)=[N:15][CH:16]=1. The catalyst class is: 6.